Dataset: Full USPTO retrosynthesis dataset with 1.9M reactions from patents (1976-2016). Task: Predict the reactants needed to synthesize the given product. (1) Given the product [CH:1]1([C:4]2[O:5][C:6]3[C:7](=[C:9]([C:23]#[N:24])[C:10]([CH3:22])=[C:11]([C:14]4[CH:19]=[CH:18][CH:17]=[C:16]([F:20])[C:15]=4[F:21])[C:12]=3[N:36]3[CH2:37][CH2:38][C@H:34]([N:33]([CH3:39])[CH3:32])[CH2:35]3)[N:8]=2)[CH2:3][CH2:2]1, predict the reactants needed to synthesize it. The reactants are: [CH:1]1([C:4]2[O:5][C:6]3[C:7](=[C:9]([C:23]#[N:24])[C:10]([CH3:22])=[C:11]([C:14]4[CH:19]=[CH:18][CH:17]=[C:16]([F:20])[C:15]=4[F:21])[C:12]=3F)[N:8]=2)[CH2:3][CH2:2]1.C(N(CC)CC)C.[CH3:32][N:33]([CH3:39])[C@H:34]1[CH2:38][CH2:37][NH:36][CH2:35]1.C(=O)([O-])O.[Na+]. (2) Given the product [CH3:29][O:28][C:23]1[CH:24]=[CH:25][CH:26]=[CH:27][C:22]=1[C:21]1[C:3]2[C:4](=[N:5][CH:6]=[C:7]([C:8]3[CH:9]=[C:10]([CH:16]=[CH:17][CH:18]=3)[C:11]([N:13]([CH3:14])[CH3:15])=[O:12])[C:2]=2[CH3:30])[NH:19][CH:20]=1, predict the reactants needed to synthesize it. The reactants are: Cl[C:2]1[C:7]([C:8]2[CH:9]=[C:10]([CH:16]=[CH:17][CH:18]=2)[C:11]([N:13]([CH3:15])[CH3:14])=[O:12])=[CH:6][N:5]=[C:4]2[NH:19][CH:20]=[C:21]([C:22]3[CH:27]=[CH:26][CH:25]=[CH:24][C:23]=3[O:28][CH3:29])[C:3]=12.[CH3:30]B1OB(C)OB(C)O1.C(=O)([O-])[O-].[K+].[K+]. (3) Given the product [CH3:25][NH:26][C:14]([C:4]1[CH:5]=[C:6]2[C:11](=[CH:12][C:3]=1[O:2][CH3:1])[N:10]=[CH:9][CH:8]=[C:7]2[Cl:13])=[O:15], predict the reactants needed to synthesize it. The reactants are: [CH3:1][O:2][C:3]1[CH:12]=[C:11]2[C:6]([C:7]([Cl:13])=[CH:8][CH:9]=[N:10]2)=[CH:5][C:4]=1[C:14](Cl)=[O:15].COC1C=C2C(C(=O)C=[CH:25][NH:26]2)=CC=1C(O)=O.CN.O. (4) Given the product [Cl:21][C:17]1[CH:16]=[C:15]([C:5]2[C:4]3[C:9]4=[C:10]([CH2:12][CH2:13][N:8]4[C:7](=[O:14])[CH:6]=2)[CH:11]=[C:41]([C:42]([N:25]([O:24][CH3:23])[CH3:26])=[O:37])[CH:3]=3)[CH:20]=[CH:19][CH:18]=1, predict the reactants needed to synthesize it. The reactants are: BrC1[CH:3]=[C:4]2[C:9]3=[C:10]([CH2:12][CH2:13][N:8]3[C:7](=[O:14])[CH:6]=[C:5]2[C:15]2[CH:20]=[CH:19][CH:18]=[C:17]([Cl:21])[CH:16]=2)[CH:11]=1.Cl.[CH3:23][O:24][NH:25][CH3:26].C(N(CC)CC)C.C(Cl)Cl.[O:37]1[CH2:42][CH2:41]OCC1.